Dataset: Full USPTO retrosynthesis dataset with 1.9M reactions from patents (1976-2016). Task: Predict the reactants needed to synthesize the given product. Given the product [F:48][C:45]1[CH:46]=[CH:47][C:42]([CH:38]([NH:37][C:35](=[O:36])[O:34][C:30]([CH3:32])([CH3:31])[CH3:33])[C:39](=[O:40])[NH:16][C:17]2[C:22]([C:23]([C:25]3[S:26][CH:27]=[CH:28][CH:29]=3)=[O:24])=[CH:21][CH:20]=[CH:19][N:18]=2)=[CH:43][CH:44]=1, predict the reactants needed to synthesize it. The reactants are: C1(N=C=NC2CCCCC2)CCCCC1.[NH2:16][C:17]1[C:22]([C:23]([C:25]2[S:26][CH:27]=[CH:28][CH:29]=2)=[O:24])=[CH:21][CH:20]=[CH:19][N:18]=1.[C:30]([O:34][C:35]([NH:37][CH:38]([C:42]1[CH:47]=[CH:46][C:45]([F:48])=[CH:44][CH:43]=1)[C:39](O)=[O:40])=[O:36])([CH3:33])([CH3:32])[CH3:31].